From a dataset of Forward reaction prediction with 1.9M reactions from USPTO patents (1976-2016). Predict the product of the given reaction. (1) Given the reactants Cl[CH2:2][C:3]1[S:4][C:5]2[C:10]([N:11]=1)=[CH:9][CH:8]=[CH:7][N:6]=2.[C:12]1([N:18]2[CH2:23][CH2:22][NH:21][CH2:20][CH2:19]2)[CH:17]=[CH:16][CH:15]=[CH:14][CH:13]=1.CCN(C(C)C)C(C)C, predict the reaction product. The product is: [C:12]1([N:18]2[CH2:23][CH2:22][N:21]([CH2:2][C:3]3[S:4][C:5]4[C:10]([N:11]=3)=[CH:9][CH:8]=[CH:7][N:6]=4)[CH2:20][CH2:19]2)[CH:17]=[CH:16][CH:15]=[CH:14][CH:13]=1. (2) The product is: [N:21]([CH2:7][C:4]1[S:3][C:2]([CH3:1])=[N:6][CH:5]=1)=[N+:22]=[N-:23]. Given the reactants [CH3:1][C:2]1[S:3][C:4]([CH2:7]O)=[CH:5][N:6]=1.CS(Cl)(=O)=O.C(N(CC)CC)C.[N-:21]=[N+:22]=[N-:23].[Na+], predict the reaction product. (3) Given the reactants CN(C(ON1N=NC2C=CC=NC1=2)=[N+](C)C)C.F[P-](F)(F)(F)(F)F.CC[C:27]1[C:48](C)=[C:47]2[NH:50][C:28]=1[CH:29]=[C:30]1[N:34]=[C:33]3[C:35](C(OC(=O)[C:32]3=[C:31]1C)=O)=[C:36]1[N:40]=[C:39]([CH:41]=[C:42]3[NH:51][C:45](=[CH:46]2)[C:44](C=C)=[C:43]3C)[C@@H:38](C)[C@@H:37]1CCC(O)=O.CS(C)=O.CCN(C(C)C)C(C)C, predict the reaction product. The product is: [C:30]12[CH:29]=[C:28]3[N:50]=[C:47]([CH:48]=[CH:27]3)[CH:46]=[C:45]3[NH:51][C:42]([CH:43]=[CH:44]3)=[CH:41][C:39]3=[N:40][C:36]([CH:37]=[CH:38]3)=[CH:35][C:33]([NH:34]1)=[CH:32][CH:31]=2. (4) Given the reactants [F:1][C:2]1[CH:17]=[C:16]([CH:18]=O)[CH:15]=[CH:14][C:3]=1[O:4][C:5]1[CH:6]=[CH:7][C:8]([C:11]([NH2:13])=[O:12])=[N:9][CH:10]=1.[S:20]1[CH:24]=[CH:23][CH:22]=[C:21]1[CH2:25][CH2:26][NH2:27], predict the reaction product. The product is: [F:1][C:2]1[CH:17]=[C:16]([CH2:18][NH:27][CH2:26][CH2:25][C:21]2[S:20][CH:24]=[CH:23][CH:22]=2)[CH:15]=[CH:14][C:3]=1[O:4][C:5]1[CH:6]=[CH:7][C:8]([C:11]([NH2:13])=[O:12])=[N:9][CH:10]=1. (5) Given the reactants [N+:1]([C:4]1[C:13]2[C:8](=[CH:9][CH:10]=[CH:11][CH:12]=2)[C:7]([O:14][CH2:15][CH2:16][N:17]2[CH2:22][CH2:21][O:20][CH2:19][CH2:18]2)=[CH:6][CH:5]=1)([O-])=O, predict the reaction product. The product is: [N:17]1([CH2:16][CH2:15][O:14][C:7]2[C:8]3[C:13](=[CH:12][CH:11]=[CH:10][CH:9]=3)[C:4]([NH2:1])=[CH:5][CH:6]=2)[CH2:22][CH2:21][O:20][CH2:19][CH2:18]1. (6) Given the reactants [C:1]([N:5]1[C:9]([C:10]2[CH:15]=[CH:14][C:13]([F:16])=[CH:12][CH:11]=2)=[C:8]([C:17]2[S:18][CH:19]=[C:20]([CH2:22][C:23](O)=[O:24])[N:21]=2)[CH:7]=[N:6]1)([CH3:4])([CH3:3])[CH3:2].[N:26]1([C:31]2[CH:32]=[C:33]([CH2:37][NH2:38])[CH:34]=[CH:35][CH:36]=2)[CH:30]=[CH:29][N:28]=[CH:27]1, predict the reaction product. The product is: [C:1]([N:5]1[C:9]([C:10]2[CH:11]=[CH:12][C:13]([F:16])=[CH:14][CH:15]=2)=[C:8]([C:17]2[S:18][CH:19]=[C:20]([CH2:22][C:23]([NH:38][CH2:37][C:33]3[CH:34]=[CH:35][CH:36]=[C:31]([N:26]4[CH:30]=[CH:29][N:28]=[CH:27]4)[CH:32]=3)=[O:24])[N:21]=2)[CH:7]=[N:6]1)([CH3:3])([CH3:2])[CH3:4]. (7) Given the reactants [F:1][C:2]1[CH:7]=[CH:6][C:5]([C:8]2[C:12]([CH2:13][O:14][C:15]3[CH:16]=[CH:17][C:18]([C:21]([OH:23])=O)=[N:19][CH:20]=3)=[C:11]([CH2:24][OH:25])[O:10][N:9]=2)=[CH:4][CH:3]=1.Cl.[F:27][C:28]1([F:34])[CH2:33][CH2:32][NH:31][CH2:30][CH2:29]1, predict the reaction product. The product is: [F:27][C:28]1([F:34])[CH2:33][CH2:32][N:31]([C:21]([C:18]2[CH:17]=[CH:16][C:15]([O:14][CH2:13][C:12]3[C:8]([C:5]4[CH:6]=[CH:7][C:2]([F:1])=[CH:3][CH:4]=4)=[N:9][O:10][C:11]=3[CH2:24][OH:25])=[CH:20][N:19]=2)=[O:23])[CH2:30][CH2:29]1. (8) Given the reactants FC(F)(F)C(O)=O.[CH:8]1([O:13][C:14]2[C:22]3[N:21]=[C:20]([CH2:23][O:24][C:25]4[CH:30]=[CH:29][C:28]([Cl:31])=[CH:27][CH:26]=4)[N:19]([CH2:32][CH2:33][CH2:34][CH:35]4[CH2:40][CH2:39][NH:38][CH2:37][CH2:36]4)[C:18]=3[CH:17]=[CH:16][CH:15]=2)[CH2:12][CH2:11][CH2:10][CH2:9]1.C(=O)([O-])[O-].[K+].[K+].[C:47]1([CH2:53][CH2:54][CH2:55]Br)[CH:52]=[CH:51][CH:50]=[CH:49][CH:48]=1, predict the reaction product. The product is: [CH:8]1([O:13][C:14]2[C:22]3[N:21]=[C:20]([CH2:23][O:24][C:25]4[CH:30]=[CH:29][C:28]([Cl:31])=[CH:27][CH:26]=4)[N:19]([CH2:32][CH2:33][CH2:34][CH:35]4[CH2:40][CH2:39][N:38]([CH2:55][CH2:54][CH2:53][C:47]5[CH:52]=[CH:51][CH:50]=[CH:49][CH:48]=5)[CH2:37][CH2:36]4)[C:18]=3[CH:17]=[CH:16][CH:15]=2)[CH2:12][CH2:11][CH2:10][CH2:9]1.